Dataset: Catalyst prediction with 721,799 reactions and 888 catalyst types from USPTO. Task: Predict which catalyst facilitates the given reaction. Reactant: [NH2:1][C:2]1[C:3]([F:22])=[C:4]([C:9]2[C:13]([C:14]3[CH:19]=[CH:18][N:17]=[C:16]([NH:20][CH3:21])[CH:15]=3)=[CH:12][NH:11][N:10]=2)[C:5]([F:8])=[CH:6][CH:7]=1.[F:23][C:24]1[CH:29]=[CH:28][C:27]([F:30])=[CH:26][C:25]=1[S:31](Cl)(=[O:33])=[O:32]. Product: [F:22][C:3]1[C:4]([C:9]2[C:13]([C:14]3[CH:19]=[CH:18][N:17]=[C:16]([NH:20][CH3:21])[CH:15]=3)=[CH:12][NH:11][N:10]=2)=[C:5]([F:8])[CH:6]=[CH:7][C:2]=1[NH:1][S:31]([C:25]1[CH:26]=[C:27]([F:30])[CH:28]=[CH:29][C:24]=1[F:23])(=[O:33])=[O:32]. The catalyst class is: 17.